Dataset: Full USPTO retrosynthesis dataset with 1.9M reactions from patents (1976-2016). Task: Predict the reactants needed to synthesize the given product. (1) Given the product [O:20]=[C:18]1[CH2:19][N:15]([C:13]([O:12][C:8]([CH3:11])([CH3:9])[CH3:10])=[O:14])[C@H:16]([C:21]([O:23][CH3:3])=[O:22])[CH2:17]1, predict the reactants needed to synthesize it. The reactants are: [N+](=[CH2:3])=[N-].C[SiH](C)C.[C:8]([O:12][C:13]([N:15]1[CH2:19][C:18](=[O:20])[CH2:17][C@H:16]1[C:21]([OH:23])=[O:22])=[O:14])([CH3:11])([CH3:10])[CH3:9]. (2) Given the product [C:7]([C:6]1[CH:9]=[C:2]([CH3:1])[CH:3]=[CH:4][C:5]=1[C:24]1[CH:25]=[C:26]([OH:28])[CH:27]=[C:22]([C:21]([O:20][CH3:19])=[O:30])[CH:23]=1)#[N:8], predict the reactants needed to synthesize it. The reactants are: [CH3:1][C:2]1[CH:3]=[CH:4][C:5](B2OC(C)(C)C(C)(C)O2)=[C:6]([CH:9]=1)[C:7]#[N:8].[CH3:19][O:20][C:21](=[O:30])[C:22]1[CH:27]=[C:26]([OH:28])[CH:25]=[C:24](Br)[CH:23]=1.P([O-])([O-])([O-])=O.[K+].[K+].[K+].O1CCOCC1. (3) Given the product [Br:20][C:21]1[CH:27]=[CH:26][CH:25]=[CH:24][C:22]=1[NH:23][S:16]([C:14]1[CH:13]=[CH:12][C:10]2[NH:11][C:7]([C:1]3[CH:6]=[CH:5][CH:4]=[CH:3][CH:2]=3)=[N:8][C:9]=2[CH:15]=1)(=[O:18])=[O:17], predict the reactants needed to synthesize it. The reactants are: [C:1]1([C:7]2[NH:11][C:10]3[CH:12]=[CH:13][C:14]([S:16](Cl)(=[O:18])=[O:17])=[CH:15][C:9]=3[N:8]=2)[CH:6]=[CH:5][CH:4]=[CH:3][CH:2]=1.[Br:20][C:21]1[CH:27]=[CH:26][CH:25]=[CH:24][C:22]=1[NH2:23]. (4) Given the product [Cl:1][C:2]1[C:3]([C:23]2[N:27]3[CH:28]=[CH:29][CH:30]=[CH:31][C:26]3=[N:25][CH:24]=2)=[N:4][C:5]([NH:8][C:9]2[CH:14]=[CH:13][C:12]([N:15]3[CH2:16][CH2:17][N:18]([C:37](=[O:38])[C@@H:36]([OH:35])[CH3:40])[CH2:19][CH2:20]3)=[CH:11][C:10]=2[O:21][CH3:22])=[N:6][CH:7]=1, predict the reactants needed to synthesize it. The reactants are: [Cl:1][C:2]1[C:3]([C:23]2[N:27]3[CH:28]=[CH:29][CH:30]=[CH:31][C:26]3=[N:25][CH:24]=2)=[N:4][C:5]([NH:8][C:9]2[CH:14]=[CH:13][C:12]([N:15]3[CH2:20][CH2:19][NH:18][CH2:17][CH2:16]3)=[CH:11][C:10]=2[O:21][CH3:22])=[N:6][CH:7]=1.C([O:35][C@@H:36]([CH3:40])[C:37](Cl)=[O:38])(=O)C. (5) Given the product [CH:2]1([NH:8][C:9]2[C:14]([CH3:15])=[C:13]([CH3:16])[N:12]=[C:11]([NH:33][CH2:32][C:31]3[CH:30]=[CH:29][C:28]([CH:25]([CH3:27])[CH3:26])=[CH:35][CH:34]=3)[N:10]=2)[CH2:3][CH2:4][CH2:5][CH2:6][CH2:7]1, predict the reactants needed to synthesize it. The reactants are: Cl.[CH:2]1([NH:8][C:9]2[C:14]([CH3:15])=[C:13]([CH3:16])[N:12]=[C:11](NCC3C=CC=CN=3)[N:10]=2)[CH2:7][CH2:6][CH2:5][CH2:4][CH2:3]1.[CH:25]([C:28]1[CH:35]=[CH:34][C:31]([CH2:32][NH2:33])=[CH:30][CH:29]=1)([CH3:27])[CH3:26]. (6) Given the product [CH:44]1([C:45]([NH:1][C:2]2[C:10]([O:11][CH3:12])=[C:9]3[C:5]([C:6]4[CH:16]=[C:15]([CH3:17])[CH:14]=[N:13][C:7]=4[NH:8]3)=[C:4]([C:18]3[CH:19]=[C:20]([CH:27]=[CH:28][CH:29]=3)[C:21]([NH:23][CH:24]3[CH2:26][CH2:25]3)=[O:22])[CH:3]=2)=[O:46])[CH2:40][CH2:41]1, predict the reactants needed to synthesize it. The reactants are: [NH2:1][C:2]1[C:10]([O:11][CH3:12])=[C:9]2[C:5]([C:6]3[CH:16]=[C:15]([CH3:17])[CH:14]=[N:13][C:7]=3[NH:8]2)=[C:4]([C:18]2[CH:19]=[C:20]([CH:27]=[CH:28][CH:29]=2)[C:21]([NH:23][CH:24]2[CH2:26][CH2:25]2)=[O:22])[CH:3]=1.CN(C)CCC(NC1[C:45]([O:46]C)=[C:44]2[C:40]([C:41]3C=C(C)C=NC=3N2)=C(C2C=CC=C(S(CC)(=O)=O)C=2)C=1)=O. (7) Given the product [S:10]1[CH:11]=[CH:12][C:8]([C:6]2[N:7]=[C:2]([NH:31][C@H:32]3[CH2:37][CH2:36][CH2:35][CH2:34][C@H:33]3[NH2:38])[C:3]3[NH:15][N:14]=[CH:13][C:4]=3[N:5]=2)=[CH:9]1, predict the reactants needed to synthesize it. The reactants are: Cl[C:2]1[C:3]2[C:4](=[CH:13][N:14](CC3C=CC(OC)=CC=3)[N:15]=2)[N:5]=[C:6]([C:8]2[CH:12]=[CH:11][S:10][CH:9]=2)[N:7]=1.C(OC(=O)[NH:31][C@H:32]1[CH2:37][CH2:36][CH2:35][CH2:34][C@H:33]1[NH2:38])(C)(C)C.Cl.